Task: Predict the product of the given reaction.. Dataset: Forward reaction prediction with 1.9M reactions from USPTO patents (1976-2016) Given the reactants [NH2:1][C:2]1[CH:3]=[CH:4][C:5]([CH3:9])=[C:6]([OH:8])[CH:7]=1.C(N(CC)CC)C.[C:17]([O:21][C:22](O[C:22]([O:21][C:17]([CH3:20])([CH3:19])[CH3:18])=[O:23])=[O:23])([CH3:20])([CH3:19])[CH3:18], predict the reaction product. The product is: [C:17]([O:21][C:22](=[O:23])[NH:1][C:2]1[CH:3]=[CH:4][C:5]([CH3:9])=[C:6]([OH:8])[CH:7]=1)([CH3:20])([CH3:19])[CH3:18].